Dataset: Reaction yield outcomes from USPTO patents with 853,638 reactions. Task: Predict the reaction yield, written as a fraction of the theoretical maximum amount of product (1.0 means a 100% yield; for example, 0.34 means a 34% yield). (1) The reactants are C(O[C:5](=[O:7])C)(=O)C.C(O)=O.N[C:12]1[CH:20]=[C:19]2[C:15]([C:16](=CC3NC4CCN(CCN(CC)CC)C(=O)C=4C=3C)[C:17](=[O:21])[NH:18]2)=[CH:14][C:13]=1[F:41].[NH:42]1CCCCC1. The catalyst is O1CCCC1. The product is [F:41][C:13]1[CH:14]=[C:15]2[C:19](=[C:20]([NH:42][CH:5]=[O:7])[CH:12]=1)[NH:18][C:17](=[O:21])[CH2:16]2. The yield is 0.990. (2) The reactants are [Cl:1][C:2]1[CH:3]=[CH:4][C:5]([OH:11])=[C:6](B(O)O)[CH:7]=1.Cl[C:13]1[CH:18]=[CH:17][N:16]=[C:15]([C:19]#[N:20])[CH:14]=1.C(=O)([O-])[O-].[Na+].[Na+].Cl. The catalyst is O1CCOCC1.O. The product is [Cl:1][C:2]1[CH:3]=[CH:4][C:5]([OH:11])=[C:6]([C:13]2[CH:18]=[CH:17][N:16]=[C:15]([C:19]#[N:20])[CH:14]=2)[CH:7]=1. The yield is 0.0860.